Dataset: Full USPTO retrosynthesis dataset with 1.9M reactions from patents (1976-2016). Task: Predict the reactants needed to synthesize the given product. (1) The reactants are: [Br:1][C:2]1[C:10]2[C:9]([N:11]3[CH:16]4[CH2:17][CH2:18][CH:12]3[CH2:13][C:14](=O)[CH2:15]4)=[N:8][CH:7]=[N:6][C:5]=2[S:4][CH:3]=1.[CH:20]1([NH2:24])[CH2:23][CH2:22][CH2:21]1.C(O)C.C(O[BH-](OC(=O)C)OC(=O)C)(=O)C.[Na+]. Given the product [Br:1][C:2]1[C:10]2[C:9]([N:11]3[CH:16]4[CH2:17][CH2:18][CH:12]3[CH2:13][CH:14]([NH:24][CH:20]3[CH2:23][CH2:22][CH2:21]3)[CH2:15]4)=[N:8][CH:7]=[N:6][C:5]=2[S:4][CH:3]=1, predict the reactants needed to synthesize it. (2) Given the product [CH:11]1([CH2:16][CH2:17][O:18][S:2](=[O:3])(=[O:4])[NH2:5])[CH2:15][CH2:14][CH2:13][CH2:12]1, predict the reactants needed to synthesize it. The reactants are: Cl[S:2]([N:5]=C=O)(=[O:4])=[O:3].C(O)=O.[CH:11]1([CH2:16][CH2:17][OH:18])[CH2:15][CH2:14][CH2:13][CH2:12]1.N1C=CC=CC=1.